This data is from Peptide-MHC class I binding affinity with 185,985 pairs from IEDB/IMGT. The task is: Regression. Given a peptide amino acid sequence and an MHC pseudo amino acid sequence, predict their binding affinity value. This is MHC class I binding data. (1) The peptide sequence is TVAANEMGLL. The MHC is HLA-A68:02 with pseudo-sequence HLA-A68:02. The binding affinity (normalized) is 0.537. (2) The peptide sequence is LLWAFAHRQ. The MHC is HLA-A69:01 with pseudo-sequence HLA-A69:01. The binding affinity (normalized) is 0.0847.